Dataset: hERG potassium channel inhibition data for cardiac toxicity prediction from Karim et al.. Task: Regression/Classification. Given a drug SMILES string, predict its toxicity properties. Task type varies by dataset: regression for continuous values (e.g., LD50, hERG inhibition percentage) or binary classification for toxic/non-toxic outcomes (e.g., AMES mutagenicity, cardiotoxicity, hepatotoxicity). Dataset: herg_karim. The compound is O=C(CN1CCC(S(=O)(=O)c2ccccc2)CC1)c1ccc(F)cc1. The result is 1 (blocker).